Predict which catalyst facilitates the given reaction. From a dataset of Catalyst prediction with 721,799 reactions and 888 catalyst types from USPTO. (1) Reactant: C([O:3][C:4](=[O:33])[CH2:5][S:6][CH2:7][CH2:8][CH:9]1[S:13][C:12]([C:14]2[NH:15][C:16]3[C:21]([CH:22]=2)=[CH:20][CH:19]=[CH:18][C:17]=3[N:23]([CH3:32])[S:24]([C:27]2[S:28][CH:29]=[CH:30][CH:31]=2)(=[O:26])=[O:25])=[N:11][CH2:10]1)C.[OH-].[K+].Cl. Product: [CH3:32][N:23]([S:24]([C:27]1[S:28][CH:29]=[CH:30][CH:31]=1)(=[O:26])=[O:25])[C:17]1[CH:18]=[CH:19][CH:20]=[C:21]2[C:16]=1[NH:15][C:14]([C:12]1[S:13][CH:9]([CH2:8][CH2:7][S:6][CH2:5][C:4]([OH:33])=[O:3])[CH2:10][N:11]=1)=[CH:22]2. The catalyst class is: 193. (2) Reactant: [OH-].[Na+].[N+:3]([C:6]1[C:7]([CH2:21][C:22]([O:24]CC)=[O:23])=[C:8]2[C:12](=[CH:13][CH:14]=1)[N:11]([CH:15]1[CH2:20][CH2:19][CH2:18][CH2:17][O:16]1)[N:10]=[CH:9]2)([O-:5])=[O:4]. Product: [N+:3]([C:6]1[C:7]([CH2:21][C:22]([OH:24])=[O:23])=[C:8]2[C:12](=[CH:13][CH:14]=1)[N:11]([CH:15]1[CH2:20][CH2:19][CH2:18][CH2:17][O:16]1)[N:10]=[CH:9]2)([O-:5])=[O:4]. The catalyst class is: 12. (3) Reactant: [C:1]([O:5][C:6]([N:8]1[C:16]2[C:11](=[CH:12][C:13]([N:17]3[CH2:22][CH2:21][N:20]([CH2:23][CH2:24][OH:25])[CH2:19][CH2:18]3)=[CH:14][CH:15]=2)[CH:10]=[CH:9]1)=[O:7])([CH3:4])([CH3:3])[CH3:2].C(Cl)(=O)C([Cl:29])=O.CS(C)=O.CCN(CC)CC. Product: [Cl:29][C:12]1[C:13]([N:17]2[CH2:22][CH2:21][N:20]([CH2:23][CH:24]=[O:25])[CH2:19][CH2:18]2)=[CH:14][CH:15]=[C:16]2[C:11]=1[CH:10]=[CH:9][N:8]2[C:6]([O:5][C:1]([CH3:4])([CH3:3])[CH3:2])=[O:7]. The catalyst class is: 2. (4) Reactant: [N+:1]([C:4]1[CH:5]=[N:6][CH:7]=[CH:8][C:9]=1[C:10]1[CH2:19][CH2:18][C:13]2(OCC[O:14]2)[CH2:12][CH:11]=1)([O-:3])=[O:2]. Product: [N+:1]([C:4]1[CH:5]=[N:6][CH:7]=[CH:8][C:9]=1[C:10]1[CH2:19][CH2:18][C:13](=[O:14])[CH2:12][CH:11]=1)([O-:3])=[O:2]. The catalyst class is: 137. (5) Reactant: [CH3:1][C:2]1[NH:6][N:5]=[C:4]([O:7][C:8]2[CH:13]=[CH:12][C:11]([N+:14]([O-])=O)=[CH:10][C:9]=2[C:17]([F:20])([F:19])[F:18])[CH:3]=1.[H][H]. Product: [NH2:14][C:11]1[CH:12]=[CH:13][C:8]([O:7][C:4]2[CH:3]=[C:2]([CH3:1])[NH:6][N:5]=2)=[C:9]([C:17]([F:20])([F:19])[F:18])[CH:10]=1. The catalyst class is: 178. (6) Reactant: [CH:1]1([N:6]2[C:11]3[N:12]=[C:13]([S:16][CH3:17])[N:14]=[CH:15][C:10]=3[CH:9]=[C:8]([CH2:18][O:19][C:20](=[O:22])[CH3:21])[C:7]2=[O:23])[CH2:5][CH2:4][CH2:3][CH2:2]1.C1(S(N2C(C3C=CC=CC=3)O2)(=O)=[O:31])C=CC=CC=1.C(OCC)C. Product: [CH:1]1([N:6]2[C:11]3[N:12]=[C:13]([S:16]([CH3:17])=[O:31])[N:14]=[CH:15][C:10]=3[CH:9]=[C:8]([CH2:18][O:19][C:20](=[O:22])[CH3:21])[C:7]2=[O:23])[CH2:2][CH2:3][CH2:4][CH2:5]1. The catalyst class is: 4. (7) Reactant: [CH:1]1([C:7]2[CH:15]=[C:14]([CH:16]3[CH2:21][CH2:20][CH2:19][CH2:18][CH2:17]3)[CH:13]=[C:12]([CH:22]3[CH2:27][CH2:26][CH2:25][CH2:24][CH2:23]3)[C:8]=2[C:9]([O-:11])=[O:10])[CH2:6][CH2:5][CH2:4][CH2:3][CH2:2]1.[Na+].COS([O-])(=O)=O.[C:35]1([S+:41]([C:48]2[CH:53]=[CH:52][CH:51]=[CH:50][CH:49]=2)[C:42]2[CH:47]=[CH:46][CH:45]=[CH:44][CH:43]=2)[CH:40]=[CH:39][CH:38]=[CH:37][CH:36]=1.C(C(C)=O)(C)C.C(O)CCCC. Product: [CH:22]1([C:12]2[CH:13]=[C:14]([CH:16]3[CH2:17][CH2:18][CH2:19][CH2:20][CH2:21]3)[CH:15]=[C:7]([CH:1]3[CH2:6][CH2:5][CH2:4][CH2:3][CH2:2]3)[C:8]=2[C:9]([O-:11])=[O:10])[CH2:27][CH2:26][CH2:25][CH2:24][CH2:23]1.[C:48]1([S+:41]([C:35]2[CH:36]=[CH:37][CH:38]=[CH:39][CH:40]=2)[C:42]2[CH:47]=[CH:46][CH:45]=[CH:44][CH:43]=2)[CH:49]=[CH:50][CH:51]=[CH:52][CH:53]=1. The catalyst class is: 6. (8) Reactant: [C:1]1([N:7]2[C:15]3[CH:14]=[CH:13][CH:12]=[CH:11][C:10]=3[C:9]3[CH2:16][C:17]4[C:22]([C:8]2=3)=[CH:21][CH:20]=[CH:19][CH:18]=4)[CH:6]=[CH:5][CH:4]=[CH:3][CH:2]=1.[C:23]1([CH3:29])[CH:28]=[CH:27][CH:26]=CC=1.[Li][CH2:31][CH2:32][CH2:33]C.[Cl-:35].[Cl-].[Cl-].[Cl-].[Zr+4:39]. Product: [Cl-:35].[Cl-:35].[C:32](=[Zr+2:39]([CH:16]1[C:9]2[C:10]3[CH:11]=[CH:12][CH:13]=[CH:14][C:15]=3[N:7]([C:1]3[CH:2]=[CH:3][CH:4]=[CH:5][CH:6]=3)[C:8]=2[C:22]2[C:17]1=[CH:18][CH:19]=[CH:20][CH:21]=2)[CH:23]1[CH:28]=[CH:27][CH:26]=[CH:29]1)([CH3:33])[CH3:31]. The catalyst class is: 81.